Task: Predict the reactants needed to synthesize the given product.. Dataset: Full USPTO retrosynthesis dataset with 1.9M reactions from patents (1976-2016) (1) Given the product [C:1]([O:5][C:6]([N:8]([CH3:18])[C:9]1[CH:14]=[CH:13][C:12]([I:15])=[CH:11][CH:10]=1)=[O:7])([CH3:4])([CH3:2])[CH3:3], predict the reactants needed to synthesize it. The reactants are: [C:1]([O:5][C:6]([NH:8][C:9]1[CH:14]=[CH:13][C:12]([I:15])=[CH:11][CH:10]=1)=[O:7])([CH3:4])([CH3:3])[CH3:2].[H-].[Na+].[CH3:18]I. (2) Given the product [Cl:9][C:5]1[CH:6]=[CH:7][CH:8]=[C:3]([Cl:2])[C:4]=1[NH:10][C:11]1[N:15]2[CH:16]=[CH:17][CH:18]=[N:19][C:14]2=[N:13][C:12]=1[C:20]1[C:29]([O:30][CH3:31])=[CH:28][C:27]([O:32][CH3:33])=[CH:26][C:21]=1[C:22]1[O:23][C:35](=[O:36])[NH:25][N:24]=1, predict the reactants needed to synthesize it. The reactants are: Cl.[Cl:2][C:3]1[CH:8]=[CH:7][CH:6]=[C:5]([Cl:9])[C:4]=1[NH:10][C:11]1[N:15]2[CH:16]=[CH:17][CH:18]=[N:19][C:14]2=[N:13][C:12]=1[C:20]1[C:29]([O:30][CH3:31])=[CH:28][C:27]([O:32][CH3:33])=[CH:26][C:21]=1[C:22]([NH:24][NH2:25])=[O:23].Cl[C:35](OC(Cl)(Cl)Cl)=[O:36]. (3) Given the product [C:40]([O:39][CH2:38][C@@H:36]1[CH2:35][O:34][C:33](=[O:32])[N:37]1[C:2]1[CH:7]=[CH:6][C:5]([C:8]([N:10]2[CH2:15][CH2:14][N:13]([C:16]3[C:21]([CH3:22])=[CH:20][C:19]([CH2:23][CH3:24])=[CH:18][N:17]=3)[CH2:12][CH2:11]2)=[O:9])=[C:4]([N:25]2[CH2:29][CH2:28][CH2:27][S:26]2(=[O:31])=[O:30])[CH:3]=1)(=[O:47])[C:41]1[CH:42]=[CH:43][CH:44]=[CH:45][CH:46]=1, predict the reactants needed to synthesize it. The reactants are: Br[C:2]1[CH:7]=[CH:6][C:5]([C:8]([N:10]2[CH2:15][CH2:14][N:13]([C:16]3[C:21]([CH3:22])=[CH:20][C:19]([CH2:23][CH3:24])=[CH:18][N:17]=3)[CH2:12][CH2:11]2)=[O:9])=[C:4]([N:25]2[CH2:29][CH2:28][CH2:27][S:26]2(=[O:31])=[O:30])[CH:3]=1.[O:32]=[C:33]1[NH:37][C@H:36]([CH2:38][O:39][C:40](=[O:47])[C:41]2[CH:46]=[CH:45][CH:44]=[CH:43][CH:42]=2)[CH2:35][O:34]1. (4) The reactants are: Br[C:2]1[C:11]2[C:6](=[CH:7][CH:8]=[CH:9][CH:10]=2)[C:5](=[O:12])[O:4][C:3]=1[CH:13]([OH:15])[CH3:14].CC1(C)C(C)(C)OB([C:24]2[S:28][C:27]([CH2:29][N:30]3[CH2:35][CH2:34][O:33][CH2:32][CH2:31]3)=[CH:26][CH:25]=2)O1.C([O-])([O-])=O.[Cs+].[Cs+]. Given the product [OH:15][CH:13]([C:3]1[O:4][C:5](=[O:12])[C:6]2[C:11]([C:2]=1[C:24]1[S:28][C:27]([CH2:29][N:30]3[CH2:31][CH2:32][O:33][CH2:34][CH2:35]3)=[CH:26][CH:25]=1)=[CH:10][CH:9]=[CH:8][CH:7]=2)[CH3:14], predict the reactants needed to synthesize it. (5) Given the product [OH:9][CH2:8][C:7]1[CH:6]=[CH:5][N:4]=[CH:3][C:2]=1[NH:1][C:20](=[O:21])[C:19]1[CH:23]=[C:24]([C:27]2[CH:28]=[CH:29][N:30]=[CH:31][CH:32]=2)[CH:25]=[CH:26][C:18]=1[O:17][CH2:16][C:10]1[CH:11]=[CH:12][CH:13]=[CH:14][CH:15]=1, predict the reactants needed to synthesize it. The reactants are: [NH2:1][C:2]1[CH:3]=[N:4][CH:5]=[CH:6][C:7]=1[CH2:8][OH:9].[C:10]1([CH2:16][O:17][C:18]2[CH:26]=[CH:25][C:24]([C:27]3[CH:32]=[CH:31][N:30]=[CH:29][CH:28]=3)=[CH:23][C:19]=2[C:20](O)=[O:21])[CH:15]=[CH:14][CH:13]=[CH:12][CH:11]=1.C(Cl)CCl.C1C=CC2N(O)N=NC=2C=1.C(N(CC)CC)C.